This data is from Full USPTO retrosynthesis dataset with 1.9M reactions from patents (1976-2016). The task is: Predict the reactants needed to synthesize the given product. (1) Given the product [F:33][CH:4]([CH2:28][C:29]([F:32])([F:31])[F:30])[C:5]([F:27])([F:26])[C:6]([F:8])([F:7])[O:9][CH2:10][CH2:11][CH2:12][Si:34]([CH3:35])([Cl:37])[Cl:36], predict the reactants needed to synthesize it. The reactants are: C([C:4]([F:33])([CH2:28][C:29]([F:32])([F:31])[F:30])[C:5]([F:27])([F:26])[C:6]([O:9][C:10](F)(F)[C:11](F)(F)[C:12](F)(CC=C)CC(F)(F)F)([F:8])[F:7])C=C.[SiH:34]([Cl:37])([Cl:36])[CH3:35]. (2) The reactants are: [N:1]1([C:6]2[CH:11]=[CH:10][C:9]([NH2:12])=[CH:8][CH:7]=2)[CH:5]=[N:4][CH:3]=[N:2]1.[N:13]1([C:18]2[CH:19]=[C:20]3[C:24](=[CH:25][CH:26]=2)[NH:23][C:22](=[O:27])[C:21]3=[O:28])[CH:17]=[N:16][CH:15]=[N:14]1.[NH:29]([C:31]1[CH:36]=[CH:35][C:34]([S:37]([NH:40][CH3:41])(=[O:39])=[O:38])=[CH:33][CH:32]=1)[NH2:30]. Given the product [N:13]1([C:18]2[CH:19]=[C:20]3[C:24](=[CH:25][CH:26]=2)[NH:23][C:22](=[O:27])[C:21]3=[O:28])[CH:17]=[N:16][CH:15]=[N:14]1.[CH3:41][NH:40][S:37]([C:34]1[CH:35]=[CH:36][C:31]([NH:29][N:30]=[C:21]2[C:8]3[C:9](=[CH:10][CH:11]=[C:6]([N:1]4[CH:5]=[N:4][CH:3]=[N:2]4)[CH:7]=3)[NH:12][C:22]2=[O:27])=[CH:32][CH:33]=1)(=[O:39])=[O:38], predict the reactants needed to synthesize it. (3) Given the product [CH2:1]([O:3][C:4](=[O:6])[CH2:5][O:27][C:26]1[CH:32]=[CH:33][C:23]([S:22][C:10]2[CH:9]=[C:8]([C:36]#[C:35][C:37]3[CH:38]=[CH:39][C:40]([S:43]([CH3:46])(=[O:45])=[O:44])=[CH:41][CH:42]=3)[CH:13]=[C:12]([O:14][CH2:15][CH:16]3[CH2:21][CH2:20][CH2:19][CH2:18][CH2:17]3)[CH:11]=2)=[CH:24][C:25]=1[CH3:34])[CH3:2], predict the reactants needed to synthesize it. The reactants are: [CH2:1]([O:3][C:4](=[O:6])[CH3:5])[CH3:2].Br[C:8]1[CH:9]=[C:10]([S:22][C:23]2[CH:33]=[CH:32][C:26]([O:27]CC(O)=O)=[C:25]([CH3:34])[CH:24]=2)[CH:11]=[C:12]([O:14][CH2:15][CH:16]2[CH2:21][CH2:20][CH2:19][CH2:18][CH2:17]2)[CH:13]=1.[C:35]([C:37]1[CH:42]=[CH:41][C:40]([S:43]([CH3:46])(=[O:45])=[O:44])=[CH:39][CH:38]=1)#[CH:36].O.ClCCl. (4) Given the product [C:1]([O:5][C:6]([N:8]1[C@H:12]([CH2:13][F:14])[C@@H:11]([C:15]2[CH:20]=[CH:19][C:18]([C:21]3[CH:26]=[N:25][C:24]([C:27](=[O:29])[NH:34][CH2:32][CH3:33])=[CH:23][CH:22]=3)=[CH:17][CH:16]=2)[O:10][C:9]1([CH3:31])[CH3:30])=[O:7])([CH3:3])([CH3:4])[CH3:2], predict the reactants needed to synthesize it. The reactants are: [C:1]([O:5][C:6]([N:8]1[C@H:12]([CH2:13][F:14])[C@@H:11]([C:15]2[CH:20]=[CH:19][C:18]([C:21]3[CH:22]=[CH:23][C:24]([C:27]([OH:29])=O)=[N:25][CH:26]=3)=[CH:17][CH:16]=2)[O:10][C:9]1([CH3:31])[CH3:30])=[O:7])([CH3:4])([CH3:3])[CH3:2].[CH2:32]([NH2:34])[CH3:33].C(NC(C)C)(C)C.C1(P(C2C=CC=CC=2)C2C=CC=CC=2)C=CC=CC=1. (5) Given the product [F:1][CH:2]([F:20])[O:3][C:4]1[CH:5]=[C:6]([O:21][CH3:23])[C:7]([N+:16]([O-:18])=[O:17])=[C:8]([N:10]2[CH:14]=[C:13]([CH3:15])[N:12]=[CH:11]2)[CH:9]=1, predict the reactants needed to synthesize it. The reactants are: [F:1][CH:2]([F:20])[O:3][C:4]1[CH:5]=[C:6](F)[C:7]([N+:16]([O-:18])=[O:17])=[C:8]([N:10]2[CH:14]=[C:13]([CH3:15])[N:12]=[CH:11]2)[CH:9]=1.[OH-:21].[K+].[CH3:23]O.